Task: Binary Classification. Given a drug SMILES string, predict its activity (active/inactive) in a high-throughput screening assay against a specified biological target.. Dataset: HIV replication inhibition screening data with 41,000+ compounds from the AIDS Antiviral Screen The compound is CCOC(=O)CN1C(=O)SC(=C2C(=O)N(C)c3ccc(Br)cc32)C1=O. The result is 0 (inactive).